From a dataset of Full USPTO retrosynthesis dataset with 1.9M reactions from patents (1976-2016). Predict the reactants needed to synthesize the given product. Given the product [CH2:1]([O:8][C:9]1[C:16]([F:17])=[CH:15][C:12](/[CH:13]=[C:44](\[CH3:50])/[C:45]([O:47][CH2:48][CH3:49])=[O:46])=[CH:11][C:10]=1[F:18])[C:2]1[CH:7]=[CH:6][CH:5]=[CH:4][CH:3]=1.[CH2:19]([O:26][C:27]1[C:28]([F:36])=[C:29](/[CH:30]=[C:44](\[CH3:50])/[C:45]([O:47][CH2:48][CH3:49])=[O:46])[CH:32]=[CH:33][C:34]=1[F:35])[C:20]1[CH:25]=[CH:24][CH:23]=[CH:22][CH:21]=1, predict the reactants needed to synthesize it. The reactants are: [CH2:1]([O:8][C:9]1[C:16]([F:17])=[CH:15][C:12]([CH:13]=O)=[CH:11][C:10]=1[F:18])[C:2]1[CH:7]=[CH:6][CH:5]=[CH:4][CH:3]=1.[CH2:19]([O:26][C:27]1[C:28]([F:36])=[C:29]([CH:32]=[CH:33][C:34]=1[F:35])[CH:30]=O)[C:20]1[CH:25]=[CH:24][CH:23]=[CH:22][CH:21]=1.C1(P(C2C=CC=CC=2)(C2C=CC=CC=2)=[C:44]([CH3:50])[C:45]([O:47][CH2:48][CH3:49])=[O:46])C=CC=CC=1.